From a dataset of Forward reaction prediction with 1.9M reactions from USPTO patents (1976-2016). Predict the product of the given reaction. (1) Given the reactants [CH2:1]([O:8][CH2:9][C:10]1([CH2:14][O:15][C:16]2[CH:17]=[C:18]([CH:23]=[C:24]([O:26][C:27]3[CH:32]=[CH:31][C:30]([N+:33]([O-])=O)=[CH:29][CH:28]=3)[CH:25]=2)[C:19]([O:21][CH3:22])=[O:20])[CH2:13][CH2:12][CH2:11]1)[C:2]1[CH:7]=[CH:6][CH:5]=[CH:4][CH:3]=1.[Cl-].[NH4+], predict the reaction product. The product is: [NH2:33][C:30]1[CH:29]=[CH:28][C:27]([O:26][C:24]2[CH:23]=[C:18]([CH:17]=[C:16]([O:15][CH2:14][C:10]3([CH2:9][O:8][CH2:1][C:2]4[CH:3]=[CH:4][CH:5]=[CH:6][CH:7]=4)[CH2:11][CH2:12][CH2:13]3)[CH:25]=2)[C:19]([O:21][CH3:22])=[O:20])=[CH:32][CH:31]=1. (2) Given the reactants [CH3:1][O:2][CH2:3][CH2:4][O:5][CH2:6][CH2:7][O:8][C:9]1[CH:19]=[CH:18][C:12]([C:13](OCC)=[O:14])=[CH:11][CH:10]=1.[H-].[Al+3].[Li+].[H-].[H-].[H-].O.[OH-].[Na+], predict the reaction product. The product is: [CH3:1][O:2][CH2:3][CH2:4][O:5][CH2:6][CH2:7][O:8][C:9]1[CH:10]=[CH:11][C:12]([CH2:13][OH:14])=[CH:18][CH:19]=1. (3) Given the reactants [C:1](/[CH:3]=[CH:4]/[S:5]([C:8]1[CH:13]=[CH:12][C:11]([C:14]([CH3:19])([CH3:18])[C:15]([OH:17])=O)=[CH:10][CH:9]=1)(=[O:7])=[O:6])#[N:2].[CH:20]1([NH2:26])[CH2:25][CH2:24][CH2:23][CH2:22][CH2:21]1.Cl.CN(C)CCCN=C=NCC.ON1C2C=CC=CC=2N=N1, predict the reaction product. The product is: [C:1](/[CH:3]=[CH:4]/[S:5]([C:8]1[CH:9]=[CH:10][C:11]([C:14]([CH3:19])([CH3:18])[C:15]([NH:26][CH:20]2[CH2:25][CH2:24][CH2:23][CH2:22][CH2:21]2)=[O:17])=[CH:12][CH:13]=1)(=[O:6])=[O:7])#[N:2]. (4) Given the reactants [C:1]([N:4]1[C:13]2[C:8](=[CH:9][C:10]([N:14]3[CH2:19][CH2:18][CH:17]([NH:20]C(=O)OC(C)(C)C)[CH2:16][CH2:15]3)=[CH:11][CH:12]=2)[C@H:7]([NH:28][C:29]2[CH:34]=[CH:33][CH:32]=[CH:31][CH:30]=2)[C@@H:6]([CH3:35])[C@@H:5]1[CH3:36])(=[O:3])[CH3:2].[ClH:37].O1CCOCC1, predict the reaction product. The product is: [ClH:37].[NH2:20][CH:17]1[CH2:16][CH2:15][N:14]([C:10]2[CH:9]=[C:8]3[C:13](=[CH:12][CH:11]=2)[N:4]([C:1](=[O:3])[CH3:2])[C@@H:5]([CH3:36])[C@H:6]([CH3:35])[C@H:7]3[NH:28][C:29]2[CH:30]=[CH:31][CH:32]=[CH:33][CH:34]=2)[CH2:19][CH2:18]1. (5) Given the reactants C[O:2][C:3](=[O:18])[CH2:4][N:5]1[CH:9]=[C:8]([C:10]2[CH:15]=[CH:14][C:13]([Cl:16])=[CH:12][CH:11]=2)[NH:7][C:6]1=[O:17].[OH-].[Li+], predict the reaction product. The product is: [Cl:16][C:13]1[CH:14]=[CH:15][C:10]([C:8]2[NH:7][C:6](=[O:17])[N:5]([CH2:4][C:3]([OH:18])=[O:2])[CH:9]=2)=[CH:11][CH:12]=1.